From a dataset of Catalyst prediction with 721,799 reactions and 888 catalyst types from USPTO. Predict which catalyst facilitates the given reaction. Reactant: [CH3:1][C@:2]1([CH2:9][OH:10])[CH2:8][CH2:7][CH2:6][CH2:5][CH2:4][O:3]1.CC(C)=[O:13].OS(O)(=O)=O.O=[Cr](=O)=O. Product: [CH3:1][C@:2]1([C:9]([OH:13])=[O:10])[CH2:8][CH2:7][CH2:6][CH2:5][CH2:4][O:3]1. The catalyst class is: 692.